This data is from Full USPTO retrosynthesis dataset with 1.9M reactions from patents (1976-2016). The task is: Predict the reactants needed to synthesize the given product. Given the product [F:25][C:22]([F:23])([F:24])[C:10]1([C:12]2[CH:17]=[CH:16][CH:15]=[C:14]([C:18]([F:21])([F:19])[F:20])[CH:13]=2)[CH2:9][C:8]2[CH:26]=[C:4]([NH2:1])[CH:5]=[CH:6][C:7]=2[O:11]1, predict the reactants needed to synthesize it. The reactants are: [N+:1]([C:4]1[CH:5]=[CH:6][C:7]2[O:11][C:10]([C:22]([F:25])([F:24])[F:23])([C:12]3[CH:17]=[CH:16][CH:15]=[C:14]([C:18]([F:21])([F:20])[F:19])[CH:13]=3)[CH2:9][C:8]=2[CH:26]=1)([O-])=O.[H][H].